Dataset: Reaction yield outcomes from USPTO patents with 853,638 reactions. Task: Predict the reaction yield, written as a fraction of the theoretical maximum amount of product (1.0 means a 100% yield; for example, 0.34 means a 34% yield). (1) The catalyst is C(O)(C)C. The yield is 0.420. The reactants are [CH2:1]([NH:5][C:6]1[N:11]=[C:10]([NH:12][C@H:13]2[CH2:18][CH2:17][C@H:16]([OH:19])[CH2:15][CH2:14]2)[C:9]([C:20]2[CH:25]=[CH:24][C:23]([CH2:26][CH:27]3[CH2:32][CH2:31][NH:30][CH2:29][CH2:28]3)=[CH:22][N:21]=2)=[CH:8][N:7]=1)[CH2:2][CH2:3][CH3:4].CCN(C(C)C)[CH:36]([CH3:38])[CH3:37].C(I)(C)C. The product is [CH2:1]([NH:5][C:6]1[N:11]=[C:10]([NH:12][C@H:13]2[CH2:14][CH2:15][C@H:16]([OH:19])[CH2:17][CH2:18]2)[C:9]([C:20]2[CH:25]=[CH:24][C:23]([CH2:26][CH:27]3[CH2:32][CH2:31][N:30]([CH:36]([CH3:38])[CH3:37])[CH2:29][CH2:28]3)=[CH:22][N:21]=2)=[CH:8][N:7]=1)[CH2:2][CH2:3][CH3:4]. (2) The reactants are ClC1C=CC=C(C(OO)=[O:9])C=1.[I:12][C:13]1[C:14]([O:23][CH3:24])=[N:15][C:16]([S:21][CH3:22])=[C:17]([CH:20]=1)[C:18]#[N:19].C(OCC)(=O)C. The catalyst is ClCCl. The product is [I:12][C:13]1[C:14]([O:23][CH3:24])=[N:15][C:16]([S:21]([CH3:22])=[O:9])=[C:17]([CH:20]=1)[C:18]#[N:19]. The yield is 0.970. (3) The reactants are Br[CH:2]([C:8]1[CH:13]=[CH:12][CH:11]=[CH:10][CH:9]=1)[C:3]([O:5]CC)=[O:4].[CH2:14]([C:16]1[CH:17]=[C:18]([CH:20]=[CH:21][CH:22]=1)[NH2:19])[CH3:15].C(N(C(C)C)C(C)C)C.O.[OH-].[Li+].[ClH:35]. The catalyst is C(#N)C.O1CCOCC1.O. The product is [ClH:35].[CH2:14]([C:16]1[CH:17]=[C:18]([NH:19][CH:2]([C:8]2[CH:9]=[CH:10][CH:11]=[CH:12][CH:13]=2)[C:3]([OH:5])=[O:4])[CH:20]=[CH:21][CH:22]=1)[CH3:15]. The yield is 0.860. (4) The reactants are [Cl:1][C:2]1[CH:3]=[C:4]([C:8]2[C:13]([O:14][CH3:15])=[CH:12][CH:11]=[C:10]([CH2:16][C:17]3[CH:22]=[CH:21][C:20]([NH2:23])=[CH:19][CH:18]=3)[C:9]=2[F:24])[CH:5]=[CH:6][CH:7]=1.[O-:25][C:26]#[N:27].[Na+].CC(C)=O.CCCCCC. The catalyst is CC(O)=O.O. The product is [Cl:1][C:2]1[CH:3]=[C:4]([C:8]2[C:13]([O:14][CH3:15])=[CH:12][CH:11]=[C:10]([CH2:16][C:17]3[CH:18]=[CH:19][C:20]([NH:23][C:26]([NH2:27])=[O:25])=[CH:21][CH:22]=3)[C:9]=2[F:24])[CH:5]=[CH:6][CH:7]=1. The yield is 0.560. (5) The reactants are [CH3:1][N:2]1[CH:7]=[C:6]([C:8](=O)[CH2:9][C@H:10]([C:18]2[CH:23]=[CH:22][C:21]([S:24]([CH3:27])(=[O:26])=[O:25])=[CH:20][CH:19]=2)[C:11]2[CH:16]=[CH:15][CH:14]=[CH:13][C:12]=2[CH3:17])[CH:5]=[CH:4][C:3]1=[O:29].Cl.[NH2:31][OH:32].C(=O)([O-])O.[Na+]. The catalyst is C(O)C.O.C(OCC)(=O)C. The product is [OH:32][N:31]=[C:8]([C:6]1[CH:5]=[CH:4][C:3](=[O:29])[N:2]([CH3:1])[CH:7]=1)[CH2:9][C@H:10]([C:18]1[CH:19]=[CH:20][C:21]([S:24]([CH3:27])(=[O:26])=[O:25])=[CH:22][CH:23]=1)[C:11]1[CH:16]=[CH:15][CH:14]=[CH:13][C:12]=1[CH3:17]. The yield is 0.970. (6) The reactants are [CH:1]1[C:6]2[CH2:7][NH:8][C:9]3[CH:15]=[CH:14][CH:13]=[CH:12][C:10]=3[O:11][C:5]=2[CH:4]=[CH:3][CH:2]=1.I[CH2:17][CH2:18][CH2:19][CH2:20][CH2:21][CH2:22][C:23]([O:25][CH2:26][CH3:27])=[O:24].C(=O)([O-])[O-].[K+].[K+]. The catalyst is C(#N)C.C(OCC)(=O)C. The product is [CH:1]1[C:6]2[CH2:7][N:8]([CH2:17][CH2:18][CH2:19][CH2:20][CH2:21][CH2:22][C:23]([O:25][CH2:26][CH3:27])=[O:24])[C:9]3[CH:15]=[CH:14][CH:13]=[CH:12][C:10]=3[O:11][C:5]=2[CH:4]=[CH:3][CH:2]=1. The yield is 0.370.